From a dataset of Forward reaction prediction with 1.9M reactions from USPTO patents (1976-2016). Predict the product of the given reaction. (1) Given the reactants C([O:3][C:4](=[O:16])[C:5]1[CH:10]=[CH:9][C:8]([O:11][CH3:12])=[CH:7][C:6]=1[O:13][CH2:14][CH3:15])C.[OH-].[K+].Cl, predict the reaction product. The product is: [CH2:14]([O:13][C:6]1[CH:7]=[C:8]([O:11][CH3:12])[CH:9]=[CH:10][C:5]=1[C:4]([OH:16])=[O:3])[CH3:15]. (2) The product is: [F:29][CH:28]([F:30])[O:1][CH:2]1[CH2:7][CH2:6][N:5]([CH:8]=[O:9])[CH2:4][CH2:3]1. Given the reactants [OH:1][CH:2]1[CH2:7][CH2:6][N:5]([CH:8]=[O:9])[CH2:4][CH2:3]1.[H-].[Na+].C1OCCOCCOCCOCCOC1.Cl[CH:28]([F:30])[F:29], predict the reaction product. (3) Given the reactants [F:1][C:2]([F:6])([F:5])[CH2:3][OH:4].N1C=CC=CC=1.[F:13][C:14]([F:27])([F:26])[S:15](O[S:15]([C:14]([F:27])([F:26])[F:13])(=[O:17])=[O:16])(=[O:17])=[O:16], predict the reaction product. The product is: [F:13][C:14]([F:27])([F:26])[S:15]([O:4][CH2:3][C:2]([F:6])([F:5])[F:1])(=[O:17])=[O:16]. (4) The product is: [Cl:1][C:2]1[CH:3]=[C:4]2[C:10]([C:31]3[N:36]=[C:35]([NH:37][CH2:38][CH:39]4[CH2:44][CH2:43][CH2:42][CH2:41][CH:40]4[OH:49])[C:34]([F:46])=[CH:33][N:32]=3)=[CH:9][N:8]([S:20]([C:23]3[CH:28]=[CH:27][C:26]([CH3:29])=[CH:25][CH:24]=3)(=[O:21])=[O:22])[C:5]2=[N:6][CH:7]=1. Given the reactants [Cl:1][C:2]1[CH:3]=[C:4]2[C:10](B3OC(C)(C)C(C)(C)O3)=[CH:9][N:8]([S:20]([C:23]3[CH:28]=[CH:27][C:26]([CH3:29])=[CH:25][CH:24]=3)(=[O:22])=[O:21])[C:5]2=[N:6][CH:7]=1.Cl[C:31]1[N:36]=[C:35]([NH:37][CH2:38][C:39]2(O)[CH2:44][CH2:43][CH2:42][CH2:41][CH2:40]2)[C:34]([F:46])=[CH:33][N:32]=1.CC([O-])=[O:49].[K+], predict the reaction product.